The task is: Binary Classification. Given a T-cell receptor sequence (or CDR3 region) and an epitope sequence, predict whether binding occurs between them.. This data is from TCR-epitope binding with 47,182 pairs between 192 epitopes and 23,139 TCRs. (1) The epitope is EIYKRWII. The TCR CDR3 sequence is CASSEYNTEAFF. Result: 0 (the TCR does not bind to the epitope). (2) The epitope is VTIAEILLI. The TCR CDR3 sequence is CASSWPSGEGEQYF. Result: 0 (the TCR does not bind to the epitope). (3) The epitope is IVTDFSVIK. The TCR CDR3 sequence is CSARDSGRAGGPYEQYF. Result: 1 (the TCR binds to the epitope). (4) The epitope is LLALHRSYL. The TCR CDR3 sequence is CASSYQGVGYEQYF. Result: 1 (the TCR binds to the epitope).